From a dataset of Reaction yield outcomes from USPTO patents with 853,638 reactions. Predict the reaction yield, written as a fraction of the theoretical maximum amount of product (1.0 means a 100% yield; for example, 0.34 means a 34% yield). The reactants are Br[C:2]1[CH:7]=[CH:6][C:5]([C@@H:8]([N:10]2[CH2:15][CH2:14][C@:13]([CH2:22][CH2:23][CH2:24][OH:25])([C:16]3[CH:21]=[CH:20][CH:19]=[CH:18][CH:17]=3)[O:12][C:11]2=[O:26])[CH3:9])=[CH:4][CH:3]=1.[B:27]1([B:27]2[O:31][C:30]([CH3:33])([CH3:32])[C:29]([CH3:35])([CH3:34])[O:28]2)[O:31][C:30]([CH3:33])([CH3:32])[C:29]([CH3:35])([CH3:34])[O:28]1.CC([O-])=O.[K+]. The catalyst is CS(C)=O.Cl[Pd]Cl. The product is [OH:25][CH2:24][CH2:23][CH2:22][C@@:13]1([C:16]2[CH:21]=[CH:20][CH:19]=[CH:18][CH:17]=2)[O:12][C:11](=[O:26])[N:10]([C@H:8]([C:5]2[CH:6]=[CH:7][C:2]([B:27]3[O:31][C:30]([CH3:33])([CH3:32])[C:29]([CH3:35])([CH3:34])[O:28]3)=[CH:3][CH:4]=2)[CH3:9])[CH2:15][CH2:14]1. The yield is 0.770.